From a dataset of Catalyst prediction with 721,799 reactions and 888 catalyst types from USPTO. Predict which catalyst facilitates the given reaction. (1) Reactant: [CH2:1]([O:3][C:4]1[C:5]2[C:12]([I:13])=[CH:11][NH:10][C:6]=2[N:7]=[CH:8][N:9]=1)[CH3:2].[H-].[Na+].[CH:16]([Si:19](Cl)([CH:23]([CH3:25])[CH3:24])[CH:20]([CH3:22])[CH3:21])([CH3:18])[CH3:17].O. Product: [CH2:1]([O:3][C:4]1[C:5]2[C:12]([I:13])=[CH:11][N:10]([Si:19]([CH:23]([CH3:25])[CH3:24])([CH:20]([CH3:22])[CH3:21])[CH:16]([CH3:18])[CH3:17])[C:6]=2[N:7]=[CH:8][N:9]=1)[CH3:2]. The catalyst class is: 7. (2) Reactant: [F:1][C:2]1[CH:3]=[C:4]([NH:9][C:10]([C:12]2[CH:13]=[C:14]([N:18]3[CH2:22][C@@H:21]4[CH2:23][N:24]([C:26]([O:28][C:29]([CH3:32])([CH3:31])[CH3:30])=[O:27])[CH2:25][C@@H:20]4[CH2:19]3)[CH:15]=[N:16][CH:17]=2)=O)[CH:5]=[C:6]([F:8])[CH:7]=1.COC1C=CC(P2(SP(C3C=CC(OC)=CC=3)(=S)S2)=[S:42])=CC=1. Product: [F:1][C:2]1[CH:3]=[C:4]([NH:9][C:10]([C:12]2[CH:13]=[C:14]([N:18]3[CH2:22][C@@H:21]4[CH2:23][N:24]([C:26]([O:28][C:29]([CH3:32])([CH3:31])[CH3:30])=[O:27])[CH2:25][C@@H:20]4[CH2:19]3)[CH:15]=[N:16][CH:17]=2)=[S:42])[CH:5]=[C:6]([F:8])[CH:7]=1. The catalyst class is: 11. (3) Reactant: Cl.C(OC(=O)[NH:8][CH2:9][CH2:10][CH2:11][N:12]1[CH2:16][CH2:15][N:14]([CH3:17])[C:13]1=[O:18])(C)(C)C. Product: [NH2:8][CH2:9][CH2:10][CH2:11][N:12]1[CH2:16][CH2:15][N:14]([CH3:17])[C:13]1=[O:18]. The catalyst class is: 12. (4) Reactant: [N:1]1([CH2:6][CH2:7][CH2:8][NH:9][C:10](=[O:39])/[C:11](/[CH2:27][O:28][C:29]2[C:38]3[C:33](=[CH:34][CH:35]=[CH:36][CH:37]=3)[CH:32]=[CH:31][CH:30]=2)=[CH:12]/[CH2:13][CH2:14][CH2:15][CH2:16][C:17]([NH:19][O:20]C2CCCCO2)=[O:18])[CH:5]=[CH:4][N:3]=[CH:2]1.FC(F)(F)C(O)=O.CO.ClCCl. Product: [N:1]1([CH2:6][CH2:7][CH2:8][NH:9][C:10](=[O:39])/[C:11](/[CH2:27][O:28][C:29]2[C:38]3[C:33](=[CH:34][CH:35]=[CH:36][CH:37]=3)[CH:32]=[CH:31][CH:30]=2)=[CH:12]/[CH2:13][CH2:14][CH2:15][CH2:16][C:17]([NH:19][OH:20])=[O:18])[CH:5]=[CH:4][N:3]=[CH:2]1. The catalyst class is: 5. (5) Reactant: Cl.[C:2]([N:5]1[C:14]2[C:9](=[C:10]([O:28][CH2:29][CH2:30][CH3:31])[C:11]([CH:15]3[CH2:20][CH2:19][N:18](C(OC(C)(C)C)=O)[CH2:17][CH2:16]3)=[CH:12][CH:13]=2)[CH2:8][CH2:7][C@@H:6]1[CH3:32])(=[O:4])[CH3:3]. Product: [CH3:32][C@H:6]1[CH2:7][CH2:8][C:9]2[C:14](=[CH:13][CH:12]=[C:11]([CH:15]3[CH2:20][CH2:19][NH:18][CH2:17][CH2:16]3)[C:10]=2[O:28][CH2:29][CH2:30][CH3:31])[N:5]1[C:2](=[O:4])[CH3:3]. The catalyst class is: 472. (6) Product: [Cl:9][C:4]1[C:3]([Cl:10])=[C:2]([B:20]2[O:24][C:23]([CH3:26])([CH3:25])[C:22]([CH3:28])([CH3:27])[O:21]2)[CH:7]=[CH:6][C:5]=1[OH:8]. The catalyst class is: 1. Reactant: Br[C:2]1[CH:7]=[CH:6][C:5]([OH:8])=[C:4]([Cl:9])[C:3]=1[Cl:10].[Li]CCCC.C(O[B:20]1[O:24][C:23]([CH3:26])([CH3:25])[C:22]([CH3:28])([CH3:27])[O:21]1)(C)C.Cl.